From a dataset of Peptide-MHC class I binding affinity with 185,985 pairs from IEDB/IMGT. Regression. Given a peptide amino acid sequence and an MHC pseudo amino acid sequence, predict their binding affinity value. This is MHC class I binding data. (1) The peptide sequence is DTVLFNAGL. The MHC is HLA-A02:03 with pseudo-sequence HLA-A02:03. The binding affinity (normalized) is 0.0847. (2) The peptide sequence is FVRSSNLKF. The MHC is HLA-A24:02 with pseudo-sequence HLA-A24:02. The binding affinity (normalized) is 0.233. (3) The peptide sequence is NDAGSDRVMV. The MHC is Mamu-A11 with pseudo-sequence Mamu-A11. The binding affinity (normalized) is 0. (4) The peptide sequence is QSQMLLIVLK. The MHC is HLA-A11:01 with pseudo-sequence HLA-A11:01. The binding affinity (normalized) is 0.780. (5) The peptide sequence is KLMALELFK. The MHC is HLA-A01:01 with pseudo-sequence HLA-A01:01. The binding affinity (normalized) is 0.0847.